Dataset: Forward reaction prediction with 1.9M reactions from USPTO patents (1976-2016). Task: Predict the product of the given reaction. (1) Given the reactants [Cl:1][C:2]1[N:3]=[C:4]2[CH:9]=[C:8]([O:10][CH3:11])[CH:7]=[CH:6][N:5]2[C:12]=1[C:13]1[N:18]=[C:17](Cl)[N:16]=[C:15]([CH3:20])[N:14]=1.O1CCOCC1.[NH3:27], predict the reaction product. The product is: [Cl:1][C:2]1[N:3]=[C:4]2[CH:9]=[C:8]([O:10][CH3:11])[CH:7]=[CH:6][N:5]2[C:12]=1[C:13]1[N:14]=[C:15]([CH3:20])[N:16]=[C:17]([NH2:27])[N:18]=1. (2) Given the reactants [N:1]1[C:9]2[C:4](=[N:5][CH:6]=[CH:7][CH:8]=2)[N:3]([CH2:10][C:11]2[CH:27]=[CH:26][C:14]3[N:15]=[C:16]([NH:18][C@@H:19]4[CH2:24][CH2:23][CH2:22][CH2:21][C:20]4=O)[S:17][C:13]=3[CH:12]=2)[CH:2]=1.N1C=CC=CC=1.[NH2:34][OH:35].Cl, predict the reaction product. The product is: [N:1]1[C:9]2[C:4](=[N:5][CH:6]=[CH:7][CH:8]=2)[N:3]([CH2:10][C:11]2[CH:27]=[CH:26][C:14]3[N:15]=[C:16]([NH:18][C@@H:19]4[CH2:24][CH2:23][CH2:22][CH2:21][C:20]4=[N:34][OH:35])[S:17][C:13]=3[CH:12]=2)[CH:2]=1. (3) Given the reactants [Cl:1][C:2]1[CH:7]=[CH:6][C:5]([C:8]2[N:9]=[C:10]([CH2:13]O)[S:11][CH:12]=2)=[CH:4][CH:3]=1.P(Br)(Br)[Br:16].O, predict the reaction product. The product is: [Br:16][CH2:13][C:10]1[S:11][CH:12]=[C:8]([C:5]2[CH:6]=[CH:7][C:2]([Cl:1])=[CH:3][CH:4]=2)[N:9]=1.